This data is from Full USPTO retrosynthesis dataset with 1.9M reactions from patents (1976-2016). The task is: Predict the reactants needed to synthesize the given product. (1) Given the product [NH2:1][CH2:2][C:3]([C:8]1[CH:13]=[CH:12][CH:11]=[C:10]([CH3:15])[N:9]=1)([OH:7])[CH2:4][CH2:5][CH3:6], predict the reactants needed to synthesize it. The reactants are: [NH2:1][CH2:2][C:3]([C:8]1[CH:13]=[C:12](C)[CH:11]=[CH:10][N:9]=1)([OH:7])[CH2:4][CH2:5][CH3:6].[CH3:15]C1N=C(C#N)C=CC=1.C([Mg]Br)CC. (2) Given the product [Br-:1].[Br:1][CH2:2][CH2:3][CH2:4][N+:8]([CH2:11][CH3:12])([CH2:9][CH3:10])[CH2:6][CH3:7], predict the reactants needed to synthesize it. The reactants are: [Br:1][CH2:2][CH2:3][CH2:4]Br.[CH2:6]([N:8]([CH2:11][CH3:12])[CH2:9][CH3:10])[CH3:7]. (3) Given the product [OH:1][CH:2]1[CH2:7][CH2:6][N:5]([C:8]2[CH:13]=[CH:12][C:11]([N:14]3[CH2:18][C@H:17]([CH2:19][O:20][C:21]4[CH:25]=[CH:24][O:23][N:22]=4)[O:16][C:15]3=[O:26])=[CH:10][C:9]=2[F:27])[CH2:4][CH2:3]1, predict the reactants needed to synthesize it. The reactants are: [O:1]=[C:2]1[CH2:7][CH2:6][N:5]([C:8]2[CH:13]=[CH:12][C:11]([N:14]3[CH2:18][C@H:17]([CH2:19][O:20][C:21]4[CH:25]=[CH:24][O:23][N:22]=4)[O:16][C:15]3=[O:26])=[CH:10][C:9]=2[F:27])[CH2:4][CH2:3]1.[BH4-].[Na+]. (4) The reactants are: CC1C=CC(S([O-])(=O)=O)=CC=1.C1C=C[NH+]=CC=1.[CH3:18][NH:19][C:20]([C:27]1[CH:32]=[CH:31][CH:30]=[CH:29][CH:28]=1)=[CH:21][C:22]([O:24][CH2:25][CH3:26])=[O:23].[Br:33][C:34]1[CH:40]=[CH:39]C(N)=[CH:36][C:35]=1[O:41][CH3:42]. Given the product [Br:33][C:34]1[CH:40]=[CH:39][C:18]([NH:19][C:20]([C:27]2[CH:28]=[CH:29][CH:30]=[CH:31][CH:32]=2)=[CH:21][C:22]([O:24][CH2:25][CH3:26])=[O:23])=[CH:36][C:35]=1[O:41][CH3:42], predict the reactants needed to synthesize it.